From a dataset of Full USPTO retrosynthesis dataset with 1.9M reactions from patents (1976-2016). Predict the reactants needed to synthesize the given product. (1) Given the product [NH2:1][C:2]1[C:10]([Br:11])=[CH:9][CH:8]=[CH:7][C:3]=1[C:4]([NH:33][CH:30]1[CH2:32][CH2:31]1)=[O:6], predict the reactants needed to synthesize it. The reactants are: [NH2:1][C:2]1[C:10]([Br:11])=[CH:9][CH:8]=[CH:7][C:3]=1[C:4]([OH:6])=O.CCCP1(OP(CCC)(=O)OP(CCC)(=O)O1)=O.[CH:30]1([NH2:33])[CH2:32][CH2:31]1. (2) The reactants are: C(Cl)(=O)C(Cl)=O.CS(C)=O.[OH:11][CH2:12][C@@H:13]1[CH2:17][CH2:16][CH2:15][N:14]1[C:18]([O:20][C:21]([CH3:24])([CH3:23])[CH3:22])=[O:19].C(N(CC)CC)C. Given the product [CH:12]([C@@H:13]1[CH2:17][CH2:16][CH2:15][N:14]1[C:18]([O:20][C:21]([CH3:24])([CH3:23])[CH3:22])=[O:19])=[O:11], predict the reactants needed to synthesize it. (3) Given the product [OH:2][C:3]1[CH:21]=[CH:20][C:6]2[CH:7]3[C:14]4([CH2:15][CH2:16][C:5]=2[CH:4]=1)[CH:10]([CH2:11][N:12]([C:17](=[O:19])[CH3:18])[CH2:13]4)[CH2:9][CH2:8]3, predict the reactants needed to synthesize it. The reactants are: C[O:2][C:3]1[CH:21]=[CH:20][C:6]2[CH:7]3[C:14]4([CH2:15][CH2:16][C:5]=2[CH:4]=1)[CH:10]([CH2:11][N:12]([C:17](=[O:19])[CH3:18])[CH2:13]4)[CH2:9][CH2:8]3.[Cl-].[Al+3].[Cl-].[Cl-]. (4) Given the product [Br:5][C:6]1[N:11]=[C:10]([O:12][CH3:13])[C:9]([I:15])=[CH:8][CH:7]=1, predict the reactants needed to synthesize it. The reactants are: N([O-])=O.[Na+].[Br:5][C:6]1[N:11]=[C:10]([O:12][CH3:13])[C:9](N)=[CH:8][CH:7]=1.[I-:15].[K+]. (5) Given the product [CH:1]1[CH:6]=[CH:5][CH:4]=[CH:3][CH:2]=1.[C:1]1(=[O:10])[NH:7][CH2:2][CH2:3][CH2:4][CH2:5][CH2:6]1, predict the reactants needed to synthesize it. The reactants are: [C:1]1(=[N:7]O)[CH2:6][CH2:5][CH2:4][CH2:3][CH2:2]1.S(=O)(=O)(O)[OH:10].N.S([O-])([O-])(=O)=O.[NH4+].[NH4+]. (6) The reactants are: [Br:1][C:2]1[CH:3]=[CH:4][C:5]2[C:6]3[N:14]([CH2:15][CH2:16][CH2:17][CH:18]=[O:19])[C:13]([CH2:20][CH2:21][CH3:22])=[N:12][C:7]=3[CH:8]=[N:9][C:10]=2[CH:11]=1.[CH3:23][Mg]I.Cl. Given the product [Br:1][C:2]1[CH:3]=[CH:4][C:5]2[C:6]3[N:14]([CH2:15][CH2:16][CH2:17][CH:18]([OH:19])[CH3:23])[C:13]([CH2:20][CH2:21][CH3:22])=[N:12][C:7]=3[CH:8]=[N:9][C:10]=2[CH:11]=1, predict the reactants needed to synthesize it.